Dataset: Reaction yield outcomes from USPTO patents with 853,638 reactions. Task: Predict the reaction yield, written as a fraction of the theoretical maximum amount of product (1.0 means a 100% yield; for example, 0.34 means a 34% yield). (1) The reactants are [N+:1]([C:4]1[CH:9]=[CH:8][C:7]([CH:10]2[CH2:14][CH2:13][CH:12]([C:15]([O:17][CH3:18])=[O:16])[CH2:11]2)=[CH:6][CH:5]=1)([O-])=O. The catalyst is [Pd].CCO. The product is [NH2:1][C:4]1[CH:5]=[CH:6][C:7]([CH:10]2[CH2:14][CH2:13][CH:12]([C:15]([O:17][CH3:18])=[O:16])[CH2:11]2)=[CH:8][CH:9]=1. The yield is 0.880. (2) The catalyst is C1COCC1. The reactants are [H-].[H-].[H-].[H-].[Li+].[Al+3].[C:7]1([C:13](=[C:29]2[CH2:34][C:33]([CH3:36])([CH3:35])[CH2:32][C:31]([CH3:38])([CH3:37])[CH2:30]2)[C:14]2[CH:19]=[CH:18][C:17]([O:20][CH2:21][CH2:22][CH2:23][C:24](OCC)=[O:25])=[CH:16][CH:15]=2)[CH:12]=[CH:11][CH:10]=[CH:9][CH:8]=1. The yield is 0.700. The product is [C:7]1([C:13](=[C:29]2[CH2:34][C:33]([CH3:36])([CH3:35])[CH2:32][C:31]([CH3:38])([CH3:37])[CH2:30]2)[C:14]2[CH:19]=[CH:18][C:17]([O:20][CH2:21][CH2:22][CH2:23][CH2:24][OH:25])=[CH:16][CH:15]=2)[CH:8]=[CH:9][CH:10]=[CH:11][CH:12]=1. (3) The reactants are C([N:8]1[C:16]2[C:11](=[CH:12][CH:13]=[CH:14][CH:15]=2)[C:10]([C:17]2[NH:21][N:20]=[C:19]([NH:22][C:23]3[CH:28]=[CH:27][C:26]([S:29]([NH2:32])(=[O:31])=[O:30])=[CH:25][CH:24]=3)[CH:18]=2)=[CH:9]1)(OC(C)(C)C)=O.N1C2C(=CC=CC=2)C(C2NN=C(NC3C=CC=CC=3)C=2)=C1. No catalyst specified. The product is [NH:8]1[C:16]2[C:11](=[CH:12][CH:13]=[CH:14][CH:15]=2)[C:10]([C:17]2[NH:21][N:20]=[C:19]([NH:22][C:23]3[CH:24]=[CH:25][C:26]([S:29]([NH2:32])(=[O:30])=[O:31])=[CH:27][CH:28]=3)[CH:18]=2)=[CH:9]1. The yield is 0.880. (4) The reactants are [NH:1]1[C:9]2[C:4](=[CH:5][CH:6]=[CH:7][CH:8]=2)[C:3]([C:10]([O:12][CH2:13][CH3:14])=[O:11])=[N:2]1.[N+:15]([O-])([OH:17])=[O:16]. The catalyst is S(=O)(=O)(O)O. The product is [N+:15]([C:6]1[CH:5]=[C:4]2[C:9](=[CH:8][CH:7]=1)[NH:1][N:2]=[C:3]2[C:10]([O:12][CH2:13][CH3:14])=[O:11])([O-:17])=[O:16]. The yield is 0.530. (5) The product is [Si:39]([O:1][C@@H:2]1[CH2:26][CH2:25][C@@:24]2([CH3:27])[CH:4]([CH2:5][C@@H:6]([OH:29])[C@@H:7]3[C@@H:23]2[CH2:22][CH2:21][C@@:20]2([CH3:28])[C@H:8]3[CH2:9][CH2:10][C@@H:11]2[C@H:12]([CH3:19])[CH2:13][CH2:14][C:15]([O:17][CH3:18])=[O:16])[CH2:3]1)([C:36]([CH3:38])([CH3:37])[CH3:35])([C:46]1[CH:47]=[CH:48][CH:49]=[CH:50][CH:51]=1)[C:40]1[CH:45]=[CH:44][CH:43]=[CH:42][CH:41]=1. The catalyst is CN(C=O)C. The yield is 0.910. The reactants are [OH:1][C@@H:2]1[CH2:26][CH2:25][C@@:24]2([CH3:27])[CH:4]([CH2:5][C@@H:6]([OH:29])[C@@H:7]3[C@@H:23]2[CH2:22][CH2:21][C@@:20]2([CH3:28])[C@H:8]3[CH2:9][CH2:10][C@@H:11]2[C@H:12]([CH3:19])[CH2:13][CH2:14][C:15]([O:17][CH3:18])=[O:16])[CH2:3]1.N1C=CN=C1.[CH3:35][C:36]([Si:39](Cl)([C:46]1[CH:51]=[CH:50][CH:49]=[CH:48][CH:47]=1)[C:40]1[CH:45]=[CH:44][CH:43]=[CH:42][CH:41]=1)([CH3:38])[CH3:37]. (6) The reactants are C1(P(C2C=CC=CC=2)C2C=CC=CC=2)C=CC=CC=1.Br[C:21]1[CH:22]=[C:23]2[C:27](=[CH:28][CH:29]=1)[C:26](=[O:30])[CH2:25][CH2:24]2.[C:31]1([C:37]2[N:38]([CH2:61][O:62][CH2:63][CH2:64][Si:65]([CH3:68])([CH3:67])[CH3:66])[C:39]([Sn](CCCC)(CCCC)CCCC)=[C:40]([C:42]3[CH:47]=[CH:46][N:45]=[CH:44][CH:43]=3)[N:41]=2)[CH:36]=[CH:35][CH:34]=[CH:33][CH:32]=1. The catalyst is C1(C)C=CC=CC=1.C([O-])(=O)C.[Pd+2].C([O-])(=O)C. The product is [C:31]1([CH:37]2[N:38]([CH2:61][O:62][CH2:63][CH2:64][Si:65]([CH3:68])([CH3:67])[CH3:66])[C:39]([C:21]3[CH:22]=[C:23]4[C:27](=[CH:28][CH:29]=3)[C:26](=[O:30])[CH2:25][CH2:24]4)=[C:40]([C:42]3[CH:43]=[CH:44][N:45]=[CH:46][CH:47]=3)[NH:41]2)[CH:32]=[CH:33][CH:34]=[CH:35][CH:36]=1. The yield is 0.550. (7) The reactants are [CH3:1][O:2][C:3]1[CH:4]=[C:5](B(O)O)[CH:6]=[CH:7][C:8]=1[O:9][CH3:10].[NH2:14][C:15]1[N:20]=[C:19](Cl)[CH:18]=[C:17]([Cl:22])[N:16]=1.C1(P(C2C=CC=CC=2)C2C=CC=CC=2)C=CC=CC=1.C([O-])([O-])=O.[Na+].[Na+]. The catalyst is COCCOC.C([O-])(=O)C.C([O-])(=O)C.[Pd+2].O. The product is [Cl:22][C:17]1[CH:18]=[C:19]([C:5]2[CH:6]=[CH:7][C:8]([O:9][CH3:10])=[C:3]([O:2][CH3:1])[CH:4]=2)[N:20]=[C:15]([NH2:14])[N:16]=1. The yield is 0.390. (8) The reactants are Br[C:2]1[CH:3]=[CH:4][C:5]2[N:6]([N:8]=[C:9]([NH:11][C:12](=[O:19])[C:13]3[CH:18]=[CH:17][CH:16]=[N:15][CH:14]=3)[N:10]=2)[CH:7]=1.[NH2:20][C:21]1[CH:22]=[C:23](B(O)O)[CH:24]=[CH:25][CH:26]=1. No catalyst specified. The product is [NH2:20][C:21]1[CH:26]=[C:25]([C:2]2[CH:3]=[CH:4][C:5]3[N:6]([N:8]=[C:9]([NH:11][C:12](=[O:19])[C:13]4[CH:18]=[CH:17][CH:16]=[N:15][CH:14]=4)[N:10]=3)[CH:7]=2)[CH:24]=[CH:23][CH:22]=1. The yield is 0.400. (9) The reactants are [CH:1]([Mg]Br)([CH3:3])[CH3:2].B(F)(F)F.CCOCC.[C:15]([O:19][C:20]([N:22]1[CH:27]=[CH:26][C:25](=[O:28])[CH2:24][CH:23]1[CH:29]([CH3:31])[CH3:30])=[O:21])([CH3:18])([CH3:17])[CH3:16]. The catalyst is C1COCC1. The product is [C:15]([O:19][C:20]([N:22]1[C@@H:27]([CH:1]([CH3:3])[CH3:2])[CH2:26][C:25](=[O:28])[CH2:24][C@@H:23]1[CH:29]([CH3:31])[CH3:30])=[O:21])([CH3:18])([CH3:17])[CH3:16]. The yield is 0.200. (10) The reactants are [CH2:1]1[C:11]2[C:5]([C:6](=[CH:16][C:17]3[CH:18]=[C:19]([NH2:23])[CH:20]=[CH:21][CH:22]=3)[C:7]3[CH:15]=[CH:14][CH:13]=[CH:12][C:8]=3[CH2:9][CH:10]=2)=[CH:4][CH:3]=[CH:2]1.[CH2:24]([S:26](Cl)(=[O:28])=[O:27])[CH3:25]. No catalyst specified. The product is [CH:12]1[C:8]2[CH2:9][CH2:10][C:11]3[CH:1]=[CH:2][CH:3]=[CH:4][C:5]=3[C:6](=[CH:16][C:17]3[CH:18]=[C:19]([NH:23][S:26]([CH2:24][CH3:25])(=[O:28])=[O:27])[CH:20]=[CH:21][CH:22]=3)[C:7]=2[CH:15]=[CH:14][CH:13]=1. The yield is 0.740.